Task: Predict the reactants needed to synthesize the given product.. Dataset: Full USPTO retrosynthesis dataset with 1.9M reactions from patents (1976-2016) (1) The reactants are: Cl.[Cl:2][C:3]1[C:8]2[CH:9]=[C:10]([CH3:13])[N:11]([CH3:12])[C:7]=2[C:6]([C:14]([OH:16])=O)=[CH:5][N:4]=1.C(N(CC)C(C)C)(C)C.[NH:26]1[CH2:31][CH2:30][O:29][CH2:28][CH2:27]1. Given the product [Cl:2][C:3]1[C:8]2[CH:9]=[C:10]([CH3:13])[N:11]([CH3:12])[C:7]=2[C:6]([C:14]([N:26]2[CH2:31][CH2:30][O:29][CH2:28][CH2:27]2)=[O:16])=[CH:5][N:4]=1, predict the reactants needed to synthesize it. (2) Given the product [CH3:39][O:38][C:36]([C:35]1[CH:34]=[CH:33][C:32]([C:2]2[CH:7]=[CH:6][C:5]([CH:8]([CH3:27])[C:9]([OH:14])([C:15]3[CH:16]=[CH:17][C:18]4[O:23][CH2:22][C:21](=[O:24])[N:20]([CH3:25])[C:19]=4[CH:26]=3)[C:10]([F:13])([F:11])[F:12])=[C:4]([Cl:28])[CH:3]=2)=[CH:31][C:30]=1[F:29])=[O:37], predict the reactants needed to synthesize it. The reactants are: Br[C:2]1[CH:7]=[CH:6][C:5]([CH:8]([CH3:27])[C:9]([C:15]2[CH:16]=[CH:17][C:18]3[O:23][CH2:22][C:21](=[O:24])[N:20]([CH3:25])[C:19]=3[CH:26]=2)([OH:14])[C:10]([F:13])([F:12])[F:11])=[C:4]([Cl:28])[CH:3]=1.[F:29][C:30]1[CH:31]=[C:32](B(O)O)[CH:33]=[CH:34][C:35]=1[C:36]([O:38][CH3:39])=[O:37]. (3) Given the product [CH2:13]([CH:11]1[CH2:12][N:8]([C:6]([O:5][C:1]([CH3:2])([CH3:3])[CH3:4])=[O:7])[C@H:9]([C:15]([O:17][CH2:24][C:21]2[CH:22]=[CH:23][CH:18]=[CH:19][CH:20]=2)=[O:16])[CH2:10]1)[CH3:14], predict the reactants needed to synthesize it. The reactants are: [C:1]([O:5][C:6]([N:8]1[CH2:12][CH:11]([CH2:13][CH3:14])[CH2:10][C@H:9]1[C:15]([OH:17])=[O:16])=[O:7])([CH3:4])([CH3:3])[CH3:2].[CH:18]1[CH:23]=[CH:22][C:21]([CH2:24]Br)=[CH:20][CH:19]=1. (4) The reactants are: I[C:2]1[C:10]2[C:5](=[CH:6][CH:7]=[C:8]([CH3:11])[CH:9]=2)[N:4]([C:12]([O:14][C:15]([CH3:18])([CH3:17])[CH3:16])=[O:13])[N:3]=1.[CH3:19][Si:20]([C:23]#[CH:24])([CH3:22])[CH3:21].C1(P(C2C=CC=CC=2)C2C=CC=CC=2)C=CC=CC=1. Given the product [CH3:11][C:8]1[CH:9]=[C:10]2[C:5](=[CH:6][CH:7]=1)[N:4]([C:12]([O:14][C:15]([CH3:18])([CH3:17])[CH3:16])=[O:13])[N:3]=[C:2]2[C:24]#[C:23][Si:20]([CH3:22])([CH3:21])[CH3:19], predict the reactants needed to synthesize it. (5) Given the product [F:12][C:4]1[CH:3]=[C:2]([B:13]2[O:17][C:16]([CH3:19])([CH3:18])[C:15]([CH3:21])([CH3:20])[O:14]2)[CH:7]=[CH:6][C:5]=1[C:8](=[O:11])[CH2:9][CH3:10], predict the reactants needed to synthesize it. The reactants are: Br[C:2]1[CH:7]=[CH:6][C:5]([C:8](=[O:11])[CH2:9][CH3:10])=[C:4]([F:12])[CH:3]=1.[B:13]1([B:13]2[O:17][C:16]([CH3:19])([CH3:18])[C:15]([CH3:21])([CH3:20])[O:14]2)[O:17][C:16]([CH3:19])([CH3:18])[C:15]([CH3:21])([CH3:20])[O:14]1.C([O-])(=O)C.[K+]. (6) Given the product [F:16][C:17]1[C:22]([C:7]2[N:12]=[CH:11][N:10]=[C:9]3[NH:13][N:14]=[CH:15][C:8]=23)=[CH:21][CH:20]=[CH:19][N:18]=1, predict the reactants needed to synthesize it. The reactants are: C([O-])(=O)C.[K+].Cl[C:7]1[N:12]=[CH:11][N:10]=[C:9]2[NH:13][N:14]=[CH:15][C:8]=12.[F:16][C:17]1[C:22](B(O)O)=[CH:21][CH:20]=[CH:19][N:18]=1.O.